This data is from Forward reaction prediction with 1.9M reactions from USPTO patents (1976-2016). The task is: Predict the product of the given reaction. (1) The product is: [ClH:39].[CH3:38][N:2]([CH3:1])[CH2:3][CH2:4][O:5][C:6](=[O:37])[C:7]1[CH:12]=[CH:11][C:10]([CH2:13][N:14]2[C:19](=[O:20])[C:18]([CH3:21])=[C:17]3[S:22][C:23]([C:25](=[O:35])[NH:26][CH2:27][C:28]4[CH:29]=[CH:30][C:31]([F:34])=[CH:32][CH:33]=4)=[CH:24][N:16]3[C:15]2=[O:36])=[CH:9][CH:8]=1. Given the reactants [CH3:1][N:2]([CH3:38])[CH2:3][CH2:4][O:5][C:6](=[O:37])[C:7]1[CH:12]=[CH:11][C:10]([CH2:13][N:14]2[C:19](=[O:20])[C:18]([CH3:21])=[C:17]3[S:22][C:23]([C:25](=[O:35])[NH:26][CH2:27][C:28]4[CH:33]=[CH:32][C:31]([F:34])=[CH:30][CH:29]=4)=[CH:24][N:16]3[C:15]2=[O:36])=[CH:9][CH:8]=1.[ClH:39].C(OCC)C, predict the reaction product. (2) Given the reactants [Br:1][C:2]1[CH:3]=[C:4]([C:15]([F:18])([F:17])[F:16])[C:5]2[N:6]([C:8]([Cl:14])=[C:9]([C:11]([OH:13])=O)[N:10]=2)[CH:7]=1.[S:19]1[CH:23]=[CH:22][CH:21]=[C:20]1[CH2:24][NH2:25].C(N(CC)C(C)C)(C)C.C1CN([P+](Br)(N2CCCC2)N2CCCC2)CC1.F[P-](F)(F)(F)(F)F, predict the reaction product. The product is: [S:19]1[CH:23]=[CH:22][CH:21]=[C:20]1[CH2:24][NH:25][C:11]([C:9]1[N:10]=[C:5]2[C:4]([C:15]([F:18])([F:17])[F:16])=[CH:3][C:2]([Br:1])=[CH:7][N:6]2[C:8]=1[Cl:14])=[O:13].